From a dataset of Forward reaction prediction with 1.9M reactions from USPTO patents (1976-2016). Predict the product of the given reaction. (1) Given the reactants [NH2:1][C:2]1[CH:3]=[N:4][C:5]([C:8]([F:11])([F:10])[F:9])=[CH:6][CH:7]=1.N1C=CC=CC=1.Cl[C:19]([O:21][C:22]1[CH:27]=[CH:26][CH:25]=[CH:24][CH:23]=1)=[O:20], predict the reaction product. The product is: [C:22]1([O:21][C:19](=[O:20])[NH:1][C:2]2[CH:3]=[N:4][C:5]([C:8]([F:11])([F:9])[F:10])=[CH:6][CH:7]=2)[CH:27]=[CH:26][CH:25]=[CH:24][CH:23]=1. (2) Given the reactants Br[C:2]1[C:3]([NH:16][CH:17]2[CH2:22][CH2:21][N:20]([CH2:23][C:24]3[CH:29]=[CH:28][CH:27]=[CH:26][CH:25]=3)[CH2:19][CH2:18]2)=[N:4][C:5]([NH:8][CH2:9][C:10]2[CH:15]=[CH:14][N:13]=[CH:12][CH:11]=2)=[N:6][CH:7]=1.[O:30]1[CH:34]=[CH:33][C:32](B(O)O)=[CH:31]1, predict the reaction product. The product is: [O:30]1[CH:34]=[CH:33][C:32]([C:2]2[C:3]([NH:16][CH:17]3[CH2:22][CH2:21][N:20]([CH2:23][C:24]4[CH:29]=[CH:28][CH:27]=[CH:26][CH:25]=4)[CH2:19][CH2:18]3)=[N:4][C:5]([NH:8][CH2:9][C:10]3[CH:15]=[CH:14][N:13]=[CH:12][CH:11]=3)=[N:6][CH:7]=2)=[CH:31]1. (3) Given the reactants [Na].[CH2:2]([O:4][CH:5]([O:11][CH2:12][CH3:13])[C:6]([O:8]CC)=O)[CH3:3].[C:14]([O:17][CH2:18][CH3:19])(=[O:16])[CH3:15].Cl, predict the reaction product. The product is: [CH2:12]([O:11][CH:5]([O:4][CH2:2][CH3:3])[C:6](=[O:8])[CH2:15][C:14]([O:17][CH2:18][CH3:19])=[O:16])[CH3:13]. (4) Given the reactants Cl[C:2]1[N:7]=[C:6]([O:8][C:9]2[CH:34]=[CH:33][CH:32]=[CH:31][C:10]=2[CH2:11][NH:12][C:13]([NH:15][C:16]2[N:20]([C:21]3[CH:22]=[N:23][CH:24]=[CH:25][CH:26]=3)[N:19]=[C:18]([C:27]([CH3:30])([CH3:29])[CH3:28])[CH:17]=2)=[O:14])[CH:5]=[CH:4][N:3]=1.[NH:35]1[CH2:40][CH2:39][O:38][CH2:37][CH2:36]1, predict the reaction product. The product is: [O:38]1[CH2:39][CH2:40][N:35]([C:2]2[N:7]=[C:6]([O:8][C:9]3[CH:34]=[CH:33][CH:32]=[CH:31][C:10]=3[CH2:11][NH:12][C:13]([NH:15][C:16]3[N:20]([C:21]4[CH:22]=[N:23][CH:24]=[CH:25][CH:26]=4)[N:19]=[C:18]([C:27]([CH3:28])([CH3:30])[CH3:29])[CH:17]=3)=[O:14])[CH:5]=[CH:4][N:3]=2)[CH2:36][CH2:37]1. (5) Given the reactants [Br:1][C:2]1[C:3]([CH3:14])=[CH:4][C:5]2[O:9][C:8](C(O)=O)=[CH:7][C:6]=2[CH:13]=1.[B-](F)(F)(F)[F:16].[B-](F)(F)(F)F.C1[N+]2(CCl)CC[N+](F)(CC2)C1.C(=O)(O)[O-].[Na+], predict the reaction product. The product is: [Br:1][C:2]1[C:3]([CH3:14])=[CH:4][C:5]2[O:9][C:8]([F:16])=[CH:7][C:6]=2[CH:13]=1. (6) Given the reactants [C:1]1([S:7]([CH2:10][C:11]2[S:12][CH:13]=[C:14]([C:16]3[C:17](=[O:29])[NH:18][C:19]4[C:24]([CH:25]=3)=[CH:23][CH:22]=[C:21]([C:26](O)=[O:27])[CH:20]=4)[N:15]=2)(=[O:9])=[O:8])[CH:6]=[CH:5][CH:4]=[CH:3][CH:2]=1.C(Cl)Cl.C(Cl)(=O)C(C)(C)C.[NH:40]1[CH2:45][CH2:44][CH2:43][CH2:42][CH2:41]1, predict the reaction product. The product is: [C:1]1([S:7]([CH2:10][C:11]2[S:12][CH:13]=[C:14]([C:16]3[C:17](=[O:29])[NH:18][C:19]4[C:24]([CH:25]=3)=[CH:23][CH:22]=[C:21]([C:26]([N:40]3[CH2:45][CH2:44][CH2:43][CH2:42][CH2:41]3)=[O:27])[CH:20]=4)[N:15]=2)(=[O:8])=[O:9])[CH:6]=[CH:5][CH:4]=[CH:3][CH:2]=1.